This data is from Full USPTO retrosynthesis dataset with 1.9M reactions from patents (1976-2016). The task is: Predict the reactants needed to synthesize the given product. (1) Given the product [CH3:40][S:41]([N:21]1[CH2:20][CH2:19][C:17]2[N:18]=[C:13]([NH:12][C:9]3[CH:10]=[CH:11][C:6]([C:5]4[O:1][CH:2]=[N:3][CH:4]=4)=[CH:7][CH:8]=3)[N:14]=[C:15]([N:23]([C:27]3[CH:28]=[CH:29][CH:30]=[CH:31][CH:32]=3)[CH2:24][CH2:25][OH:26])[C:16]=2[CH2:22]1)(=[O:43])=[O:42], predict the reactants needed to synthesize it. The reactants are: [O:1]1[C:5]([C:6]2[CH:11]=[CH:10][C:9]([NH:12][C:13]3[N:14]=[C:15]([N:23]([C:27]4[CH:32]=[CH:31][CH:30]=[CH:29][CH:28]=4)[CH2:24][CH2:25][OH:26])[C:16]4[CH2:22][NH:21][CH2:20][CH2:19][C:17]=4[N:18]=3)=[CH:8][CH:7]=2)=[CH:4][N:3]=[CH:2]1.C(N(CC)CC)C.[CH3:40][S:41](Cl)(=[O:43])=[O:42]. (2) The reactants are: [CH2:1]([O:8][C:9]1[CH:30]=[C:29]([O:31][CH2:32][O:33][CH2:34][CH3:35])[C:28]([CH:36]([CH3:38])[CH3:37])=[CH:27][C:10]=1/[CH:11]=[N:12]/[NH:13][C:14]([NH:16][C:17]1[CH:18]=[C:19]2[C:23](=[CH:24][CH:25]=1)[N:22]([CH3:26])[CH:21]=[CH:20]2)=[O:15])[C:2]1[CH:7]=[CH:6][CH:5]=[CH:4][CH:3]=1.[OH-].[Na+]. Given the product [CH2:1]([O:8][C:9]1[CH:30]=[C:29]([O:31][CH2:32][O:33][CH2:34][CH3:35])[C:28]([CH:36]([CH3:37])[CH3:38])=[CH:27][C:10]=1[C:11]1[N:16]([C:17]2[CH:18]=[C:19]3[C:23](=[CH:24][CH:25]=2)[N:22]([CH3:26])[CH:21]=[CH:20]3)[C:14](=[O:15])[NH:13][N:12]=1)[C:2]1[CH:7]=[CH:6][CH:5]=[CH:4][CH:3]=1, predict the reactants needed to synthesize it. (3) Given the product [CH3:20][O:21][C:2]1[C:3]([C:15]([OH:17])=[O:16])=[C:4]([CH3:14])[N:5]([CH3:13])[C:6]=1[C:7]1[CH:8]=[CH:9][CH:10]=[CH:11][CH:12]=1, predict the reactants needed to synthesize it. The reactants are: Br[C:2]1[C:3]([C:15]([O:17]CC)=[O:16])=[C:4]([CH3:14])[N:5]([CH3:13])[C:6]=1[C:7]1[CH:12]=[CH:11][CH:10]=[CH:9][CH:8]=1.[CH3:20][O-:21].[Na+].Cl. (4) Given the product [CH:20]1([N:17]2[C:5]3[N:6]=[C:7]([NH:11][CH2:12][C:13]([OH:16])([CH3:15])[CH3:14])[N:8]=[C:9]([CH3:10])[C:4]=3[CH:3]=[C:2]([C:30]3[CH:31]=[N:32][C:27]([O:26][CH3:25])=[CH:28][CH:29]=3)[C:18]2=[O:19])[CH2:24][CH2:23][CH2:22][CH2:21]1, predict the reactants needed to synthesize it. The reactants are: Br[C:2]1[C:18](=[O:19])[N:17]([CH:20]2[CH2:24][CH2:23][CH2:22][CH2:21]2)[C:5]2[N:6]=[C:7]([NH:11][CH2:12][C:13]([OH:16])([CH3:15])[CH3:14])[N:8]=[C:9]([CH3:10])[C:4]=2[CH:3]=1.[CH3:25][O:26][C:27]1[N:32]=[CH:31][C:30](B(O)O)=[CH:29][CH:28]=1.C(=O)([O-])[O-].[K+].[K+]. (5) Given the product [CH3:7][N:8]([CH:19]1[CH2:24][CH2:23][CH2:22][CH2:21][O:20]1)[C:9]1[S:10][C:11]([CH2:14][OH:15])=[CH:12][N:13]=1, predict the reactants needed to synthesize it. The reactants are: [H-].[H-].[H-].[H-].[Li+].[Al+3].[CH3:7][N:8]([CH:19]1[CH2:24][CH2:23][CH2:22][CH2:21][O:20]1)[C:9]1[S:10][C:11]([C:14](OCC)=[O:15])=[CH:12][N:13]=1. (6) The reactants are: [CH3:1][CH:2]1[CH2:11][C:10]2[C:5](=[CH:6][CH:7]=[C:8]([O:12][CH3:13])[CH:9]=2)[C:4](=[O:14])[CH:3]1[C:15]1[CH:20]=[CH:19][CH:18]=[CH:17][CH:16]=1.C1(C)C=CC(S(O)(=O)=O)=CC=1.C(C1C(=O)C(Cl)=C(Cl)[C:36](=[O:37])[C:35]=1C#N)#N. Given the product [C:36]([O:14][C:4]1[C:5]2[C:10](=[CH:9][C:8]([O:12][CH3:13])=[CH:7][CH:6]=2)[CH:11]=[C:2]([CH3:1])[C:3]=1[C:15]1[CH:20]=[CH:19][CH:18]=[CH:17][CH:16]=1)(=[O:37])[CH3:35], predict the reactants needed to synthesize it.